Task: Regression. Given two drug SMILES strings and cell line genomic features, predict the synergy score measuring deviation from expected non-interaction effect.. Dataset: NCI-60 drug combinations with 297,098 pairs across 59 cell lines (1) Drug 1: C1=NC2=C(N=C(N=C2N1C3C(C(C(O3)CO)O)O)F)N. Drug 2: COC1=NC(=NC2=C1N=CN2C3C(C(C(O3)CO)O)O)N. Cell line: ACHN. Synergy scores: CSS=3.07, Synergy_ZIP=-6.05, Synergy_Bliss=0.639, Synergy_Loewe=-15.8, Synergy_HSA=-2.87. (2) Drug 1: CC1=C2C(C(=O)C3(C(CC4C(C3C(C(C2(C)C)(CC1OC(=O)C(C(C5=CC=CC=C5)NC(=O)OC(C)(C)C)O)O)OC(=O)C6=CC=CC=C6)(CO4)OC(=O)C)O)C)O. Drug 2: CC1=C(C(=O)C2=C(C1=O)N3CC4C(C3(C2COC(=O)N)OC)N4)N. Cell line: HCT-15. Synergy scores: CSS=27.5, Synergy_ZIP=-7.90, Synergy_Bliss=-2.10, Synergy_Loewe=-3.63, Synergy_HSA=-1.33. (3) Drug 1: CC1=C2C(C(=O)C3(C(CC4C(C3C(C(C2(C)C)(CC1OC(=O)C(C(C5=CC=CC=C5)NC(=O)OC(C)(C)C)O)O)OC(=O)C6=CC=CC=C6)(CO4)OC(=O)C)OC)C)OC. Drug 2: C1CCC(C1)C(CC#N)N2C=C(C=N2)C3=C4C=CNC4=NC=N3. Cell line: NCI-H226. Synergy scores: CSS=48.0, Synergy_ZIP=15.4, Synergy_Bliss=14.8, Synergy_Loewe=2.91, Synergy_HSA=16.8. (4) Drug 1: CC1OCC2C(O1)C(C(C(O2)OC3C4COC(=O)C4C(C5=CC6=C(C=C35)OCO6)C7=CC(=C(C(=C7)OC)O)OC)O)O. Drug 2: CNC(=O)C1=NC=CC(=C1)OC2=CC=C(C=C2)NC(=O)NC3=CC(=C(C=C3)Cl)C(F)(F)F. Cell line: UACC62. Synergy scores: CSS=39.9, Synergy_ZIP=-5.82, Synergy_Bliss=1.76, Synergy_Loewe=1.89, Synergy_HSA=5.30. (5) Drug 1: CC1C(C(=O)NC(C(=O)N2CCCC2C(=O)N(CC(=O)N(C(C(=O)O1)C(C)C)C)C)C(C)C)NC(=O)C3=C4C(=C(C=C3)C)OC5=C(C(=O)C(=C(C5=N4)C(=O)NC6C(OC(=O)C(N(C(=O)CN(C(=O)C7CCCN7C(=O)C(NC6=O)C(C)C)C)C)C(C)C)C)N)C. Drug 2: C1=CN(C=N1)CC(O)(P(=O)(O)O)P(=O)(O)O. Cell line: SK-MEL-2. Synergy scores: CSS=13.6, Synergy_ZIP=-4.45, Synergy_Bliss=-4.23, Synergy_Loewe=-30.3, Synergy_HSA=-7.61. (6) Drug 1: COC1=C2C(=CC3=C1OC=C3)C=CC(=O)O2. Drug 2: CC1C(C(CC(O1)OC2CC(CC3=C2C(=C4C(=C3O)C(=O)C5=C(C4=O)C(=CC=C5)OC)O)(C(=O)CO)O)N)O.Cl. Cell line: MALME-3M. Synergy scores: CSS=45.8, Synergy_ZIP=-1.42, Synergy_Bliss=-3.03, Synergy_Loewe=-25.2, Synergy_HSA=-2.73.